From a dataset of Catalyst prediction with 721,799 reactions and 888 catalyst types from USPTO. Predict which catalyst facilitates the given reaction. (1) Reactant: C([O-])([O-])=O.[K+].[K+].C(B1O[C:15]([CH3:17])([CH3:16])[C:12]([CH3:14])([CH3:13])O1)(C)=C.[C:19]([O:23][C:24](=[O:53])[CH2:25][O:26][C:27]1[C:32]2[CH2:33][CH2:34][CH2:35][CH2:36][CH:37]([NH:38][S:39]([C:42]3[CH:47]=[C:46]([C:48]([F:51])([F:50])[F:49])C=C(Br)C=3)(=[O:41])=[O:40])[C:31]=2[CH:30]=[CH:29][CH:28]=1)([CH3:22])([CH3:21])[CH3:20]. Product: [C:19]([O:23][C:24](=[O:53])[CH2:25][O:26][C:27]1[C:32]2[CH2:33][CH2:34][CH2:35][CH2:36][CH:37]([NH:38][S:39]([C:42]3[CH:47]=[C:46]([C:48]([F:49])([F:50])[F:51])[CH:16]=[C:15]([C:12]([CH3:13])=[CH2:14])[CH:17]=3)(=[O:41])=[O:40])[C:31]=2[CH:30]=[CH:29][CH:28]=1)([CH3:22])([CH3:20])[CH3:21]. The catalyst class is: 77. (2) Reactant: C([O:3][C:4](=O)[C:5]1[CH:10]=[C:9]([CH3:11])[C:8]([N:12]2[CH2:17][CH2:16][N:15]([C:18]3[CH:23]=[C:22]([N:24]4[CH2:29][CH2:28][CH2:27][CH2:26][CH2:25]4)[N:21]=[C:20]([N:30]4[CH2:34][CH2:33][CH2:32][CH:31]4[CH3:35])[N:19]=3)[C@H:14]([CH3:36])[CH2:13]2)=[N:7][CH:6]=1)C.[H-].C([Al+]CC(C)C)C(C)C. Product: [CH3:11][C:9]1[CH:10]=[C:5]([CH2:4][OH:3])[CH:6]=[N:7][C:8]=1[N:12]1[CH2:17][CH2:16][N:15]([C:18]2[CH:23]=[C:22]([N:24]3[CH2:25][CH2:26][CH2:27][CH2:28][CH2:29]3)[N:21]=[C:20]([N:30]3[CH2:34][CH2:33][CH2:32][CH:31]3[CH3:35])[N:19]=2)[C@H:14]([CH3:36])[CH2:13]1. The catalyst class is: 2. (3) Reactant: CN(C(ON1N=NC2C=CC=CC1=2)=[N+](C)C)C.F[P-](F)(F)(F)(F)F.C1C=CC2N(O)N=NC=2C=1.Cl.[CH3:36][O:37][C:38](=[O:64])[C@@H:39]([NH:42][C:43]([C:45]1[C:46]([CH3:63])=[N:47][C:48]([NH:52][CH2:53][CH2:54][CH2:55][C:56]2[CH:61]=[CH:60][CH:59]=[C:58]([OH:62])[CH:57]=2)=[N:49][C:50]=1[CH3:51])=[O:44])[CH2:40][NH2:41].[C:65]1([C:71]2[S:72][CH:73]=[C:74]([C:76](O)=[O:77])[N:75]=2)[CH:70]=[CH:69][CH:68]=[CH:67][CH:66]=1.C(N(CC)CC)C. Product: [CH3:36][O:37][C:38](=[O:64])[C@@H:39]([NH:42][C:43]([C:45]1[C:46]([CH3:63])=[N:47][C:48]([NH:52][CH2:53][CH2:54][CH2:55][C:56]2[CH:61]=[CH:60][CH:59]=[C:58]([OH:62])[CH:57]=2)=[N:49][C:50]=1[CH3:51])=[O:44])[CH2:40][NH:41][C:76]([C:74]1[N:75]=[C:71]([C:65]2[CH:66]=[CH:67][CH:68]=[CH:69][CH:70]=2)[S:72][CH:73]=1)=[O:77]. The catalyst class is: 163. (4) Reactant: [F:1][C:2]1([F:36])[CH2:5][CH:4]([C:6]2[O:10][N:9]=[C:8]([C:11]3[CH:12]=[CH:13][C:14]([CH3:35])=[C:15]([NH:17][C:18]([C:20]4[N:24]5[CH:25]=[CH:26][C:27]([CH:29]6[CH2:34][CH2:33][NH:32][CH2:31][CH2:30]6)=[CH:28][C:23]5=[N:22][CH:21]=4)=[O:19])[CH:16]=3)[N:7]=2)[CH2:3]1.CCN(CC)CC.[CH3:44][S:45](Cl)(=[O:47])=[O:46]. Product: [F:36][C:2]1([F:1])[CH2:5][CH:4]([C:6]2[O:10][N:9]=[C:8]([C:11]3[CH:12]=[CH:13][C:14]([CH3:35])=[C:15]([NH:17][C:18]([C:20]4[N:24]5[CH:25]=[CH:26][C:27]([CH:29]6[CH2:34][CH2:33][N:32]([S:45]([CH3:44])(=[O:47])=[O:46])[CH2:31][CH2:30]6)=[CH:28][C:23]5=[N:22][CH:21]=4)=[O:19])[CH:16]=3)[N:7]=2)[CH2:3]1. The catalyst class is: 4. (5) The catalyst class is: 34. Product: [ClH:29].[N+:1]([C:4]1[CH:9]=[CH:8][CH:7]=[C:6]([NH:10][C:11]([NH2:20])=[NH:12])[CH:5]=1)([O-:3])=[O:2]. Reactant: [N+:1]([C:4]1[CH:9]=[CH:8][CH:7]=[C:6]([N:10](C(OC(C)(C)C)=O)[C:11]([NH2:20])=[N:12]C(OC(C)(C)C)=O)[CH:5]=1)([O-:3])=[O:2].B(Cl)(Cl)[Cl:29].C(O)CCC.C(O)(=O)C. (6) Reactant: [N+:1]([C:4]1[C:5]([NH:10][C:11]2[CH:16]=[CH:15][CH:14]=[CH:13][CH:12]=2)=[N:6][CH:7]=[CH:8][CH:9]=1)([O-])=O.[CH3:17]O.[NH2:19][C:20]1[N:27]=[CH:26][CH:25]=[CH:24][C:21]=1[CH:22]=O.[O-]S(S([O-])=O)=O.[Na+].[Na+]. Product: [C:14]1([CH3:17])[CH:15]=[CH:16][C:11]([N:10]2[C:5]3=[N:6][CH:7]=[CH:8][CH:9]=[C:4]3[N:1]=[C:22]2[C:21]2[C:20]([NH2:19])=[N:27][CH:26]=[CH:25][CH:24]=2)=[CH:12][CH:13]=1. The catalyst class is: 633. (7) Reactant: [F:1][C:2]1[CH:3]=[C:4]([N:9]2[C:14](=[O:15])[C:13]([O:16][CH2:17][CH:18]([CH3:20])[CH3:19])=[C:12]([C:21]3[CH:26]=[CH:25][C:24]([S:27](C)(=[O:29])=[O:28])=[CH:23][CH:22]=3)[CH:11]=[N:10]2)[CH:5]=[CH:6][C:7]=1[F:8].[NH3:31]. Product: [F:1][C:2]1[CH:3]=[C:4]([N:9]2[C:14](=[O:15])[C:13]([O:16][CH2:17][CH:18]([CH3:20])[CH3:19])=[C:12]([C:21]3[CH:26]=[CH:25][C:24]([S:27]([NH2:31])(=[O:29])=[O:28])=[CH:23][CH:22]=3)[CH:11]=[N:10]2)[CH:5]=[CH:6][C:7]=1[F:8]. The catalyst class is: 6. (8) Reactant: [CH3:1][C@H:2]1[CH2:7][NH:6][CH2:5][C@@H:4]([CH3:8])[NH:3]1.[C:9]([O:13][C:14](N=C(C1C=CC=CC=1)C#N)=[O:15])([CH3:12])([CH3:11])[CH3:10]. Product: [C:9]([O:13][C:14]([N:6]1[CH2:5][CH:4]([CH3:8])[NH:3][CH:2]([CH3:1])[CH2:7]1)=[O:15])([CH3:12])([CH3:11])[CH3:10]. The catalyst class is: 7.